Dataset: Forward reaction prediction with 1.9M reactions from USPTO patents (1976-2016). Task: Predict the product of the given reaction. Given the reactants [C:1]([C:5]1[N:9]([CH:10]2[CH2:12][CH2:11]2)[C:8]([C:13]2([C:21]3[S:22][CH:23]=[CH:24][CH:25]=3)[CH2:16][CH:15]([O:17]COC)[CH2:14]2)=[N:7][N:6]=1)([CH3:4])([CH3:3])[CH3:2].Cl, predict the reaction product. The product is: [C:1]([C:5]1[N:9]([CH:10]2[CH2:12][CH2:11]2)[C:8]([C:13]2([C:21]3[S:22][CH:23]=[CH:24][CH:25]=3)[CH2:16][CH:15]([OH:17])[CH2:14]2)=[N:7][N:6]=1)([CH3:4])([CH3:2])[CH3:3].